Task: Predict the product of the given reaction.. Dataset: Forward reaction prediction with 1.9M reactions from USPTO patents (1976-2016) (1) Given the reactants [C:1]([NH:4][C:5]1[CH:21]=[CH:20][C:8]([O:9][CH2:10][CH2:11][C:12]([CH3:19])([CH3:18])[C:13]([O:15][CH2:16][CH3:17])=[O:14])=[CH:7][C:6]=1[NH2:22])(=[O:3])[CH3:2].Br[CH2:24][C:25]1[CH:30]=[CH:29][C:28]([O:31][CH2:32][CH2:33][CH2:34][CH2:35][CH3:36])=[CH:27][C:26]=1[Cl:37].C([O-])([O-])=O.[K+].[K+].CN(C=O)C, predict the reaction product. The product is: [C:1]([NH:4][C:5]1[CH:21]=[CH:20][C:8]([O:9][CH2:10][CH2:11][C:12]([CH3:18])([CH3:19])[C:13]([O:15][CH2:16][CH3:17])=[O:14])=[CH:7][C:6]=1[NH:22][CH2:24][C:25]1[CH:30]=[CH:29][C:28]([O:31][CH2:32][CH2:33][CH2:34][CH2:35][CH3:36])=[CH:27][C:26]=1[Cl:37])(=[O:3])[CH3:2]. (2) The product is: [N:15]12[CH2:23][CH2:22][CH:19]([CH2:20][CH2:21]1)[N:18]([C:2]1[CH:3]=[C:4]([C:9]([N+:12]([O-:14])=[O:13])=[CH:10][N:11]=1)[C:5]([O:7][CH3:8])=[O:6])[CH2:17][CH2:16]2. Given the reactants Cl[C:2]1[CH:3]=[C:4]([C:9]([N+:12]([O-:14])=[O:13])=[CH:10][N:11]=1)[C:5]([O:7][CH3:8])=[O:6].[N:15]12[CH2:23][CH2:22][CH:19]([CH2:20][CH2:21]1)[NH:18][CH2:17][CH2:16]2.C(N(CC)CC)C, predict the reaction product. (3) The product is: [C:19]([O:23][C:24]([N:26]1[CH2:31][CH2:30][N:29]([CH2:15][C:14]2[CH:17]=[CH:18][C:11]([O:10][CH2:9][CH2:8][CH2:7][N:1]3[CH2:6][CH2:5][CH2:4][CH2:3][CH2:2]3)=[CH:12][CH:13]=2)[CH2:28][CH2:27]1)=[O:25])([CH3:22])([CH3:20])[CH3:21]. Given the reactants [N:1]1([CH2:7][CH2:8][CH2:9][O:10][C:11]2[CH:18]=[CH:17][C:14]([CH:15]=O)=[CH:13][CH:12]=2)[CH2:6][CH2:5][CH2:4][CH2:3][CH2:2]1.[C:19]([O:23][C:24]([N:26]1[CH2:31][CH2:30][NH:29][CH2:28][CH2:27]1)=[O:25])([CH3:22])([CH3:21])[CH3:20].C(O)(=O)C.C(O[BH-](OC(=O)C)OC(=O)C)(=O)C.[Na+], predict the reaction product. (4) The product is: [CH2:14]([C:13]1[N:9]=[C:8]([C:3]2[CH:4]=[CH:5][CH:6]=[CH:7][C:2]=2[NH2:1])[S:10][CH:12]=1)[CH2:15][CH3:16]. Given the reactants [NH2:1][C:2]1[CH:7]=[CH:6][CH:5]=[CH:4][C:3]=1[C:8](=[S:10])[NH2:9].Br[CH2:12][C:13](=O)[CH2:14][CH2:15][CH3:16], predict the reaction product. (5) Given the reactants C[O:2][C:3]1[CH:12]=[C:11]2[C:6]([CH:7]=[C:8]([C:13]3[CH:18]=[CH:17][C:16]([O:19]C)=[CH:15][CH:14]=3)[CH:9]=[N:10]2)=[CH:5][CH:4]=1.[Cl-].[Cl-].[Cl-].[Al+3], predict the reaction product. The product is: [OH:19][C:16]1[CH:17]=[CH:18][C:13]([C:8]2[CH:9]=[N:10][C:11]3[C:6]([CH:7]=2)=[CH:5][CH:4]=[C:3]([OH:2])[CH:12]=3)=[CH:14][CH:15]=1. (6) Given the reactants [C:1]([O:5][C:6]([N:8]1[CH2:11][CH:10]([NH:12][C:13]2[CH:18]=[C:17]([F:19])[CH:16]=[CH:15][C:14]=2[N+:20]([O-])=O)[CH2:9]1)=[O:7])([CH3:4])([CH3:3])[CH3:2], predict the reaction product. The product is: [C:1]([O:5][C:6]([N:8]1[CH2:9][CH:10]([NH:12][C:13]2[CH:18]=[C:17]([F:19])[CH:16]=[CH:15][C:14]=2[NH2:20])[CH2:11]1)=[O:7])([CH3:4])([CH3:2])[CH3:3]. (7) Given the reactants Cl.Cl.[NH2:3][CH2:4][CH2:5][N:6]1[C:14]2[C:13]([NH:15][C:16]3[CH:21]=[CH:20][C:19]([O:22][C:23]4[C:28]5[CH:29]=[N:30][S:31][C:27]=5[CH:26]=[CH:25][CH:24]=4)=[C:18]([Cl:32])[CH:17]=3)=[N:12][CH:11]=[N:10][C:9]=2[CH:8]=[CH:7]1.[C:33](O)(=[O:35])[CH3:34].ON1C2C=CC=CC=2N=N1.Cl.C(N=C=NCCCN(C)C)C, predict the reaction product. The product is: [S:31]1[C:27]2[CH:26]=[CH:25][CH:24]=[C:23]([O:22][C:19]3[CH:20]=[CH:21][C:16]([NH:15][C:13]4[C:14]5[N:6]([CH2:5][CH2:4][NH:3][C:33](=[O:35])[CH3:34])[CH:7]=[CH:8][C:9]=5[N:10]=[CH:11][N:12]=4)=[CH:17][C:18]=3[Cl:32])[C:28]=2[CH:29]=[N:30]1.